This data is from Catalyst prediction with 721,799 reactions and 888 catalyst types from USPTO. The task is: Predict which catalyst facilitates the given reaction. (1) Reactant: Br[C:2]1[CH:18]=[CH:17][C:5]([O:6][CH:7]([CH3:16])[CH2:8][NH:9][S:10]([CH:13]([CH3:15])[CH3:14])(=[O:12])=[O:11])=[CH:4][CH:3]=1.[Cl:19][C:20]1[CH:25]=[CH:24][CH:23]=[CH:22][C:21]=1B(O)O.C(=O)([O-])[O-].[Na+].[Na+]. Product: [Cl:19][C:20]1[CH:25]=[CH:24][CH:23]=[CH:22][C:21]=1[C:2]1[CH:18]=[CH:17][C:5]([O:6][CH:7]([CH3:16])[CH2:8][NH:9][S:10]([CH:13]([CH3:15])[CH3:14])(=[O:12])=[O:11])=[CH:4][CH:3]=1. The catalyst class is: 203. (2) Reactant: [Cl:1][C:2]1[C:7]([F:8])=[C:6]([C:9]#[N:10])[CH:5]=[CH:4][C:3]=1[CH2:11][C:12](OC)=[O:13].[BH4-].[Li+]. Product: [Cl:1][C:2]1[C:7]([F:8])=[C:6]([CH:5]=[CH:4][C:3]=1[CH2:11][CH2:12][OH:13])[C:9]#[N:10]. The catalyst class is: 1. (3) Product: [Br-:1].[O:17]=[C:6]1[C:5]2[CH:4]=[C:3]([CH2:2][N+:18]([CH2:25][CH2:26][OH:27])([CH2:22][CH2:23][OH:24])[CH2:19][CH2:20][OH:21])[CH:16]=[CH:15][C:14]=2[S:13][C:12]2[C:7]1=[CH:8][CH:9]=[CH:10][CH:11]=2. Reactant: [Br:1][CH2:2][C:3]1[CH:16]=[CH:15][C:14]2[S:13][C:12]3[C:7](=[CH:8][CH:9]=[CH:10][CH:11]=3)[C:6](=[O:17])[C:5]=2[CH:4]=1.[N:18]([CH2:25][CH2:26][OH:27])([CH2:22][CH2:23][OH:24])[CH2:19][CH2:20][OH:21]. The catalyst class is: 4. (4) The catalyst class is: 7. Product: [C:1]([O:5][C:6]([N:8]([CH3:40])[C@H:9]([C:10]([NH:12][C@@H:13]([CH:33]1[CH2:34][CH2:35][CH2:36][CH2:37][CH2:38]1)[C:14]([N:16]1[C@H:21]([C:22]2[S:23][CH:24]=[C:25]([C:27](=[O:28])[S:47][C:41]3[CH:46]=[CH:45][CH:44]=[CH:43][CH:42]=3)[N:26]=2)[CH2:20][N:19]2[CH2:30][CH2:31][CH2:32][C@@H:18]2[CH2:17]1)=[O:15])=[O:11])[CH3:39])=[O:7])([CH3:3])([CH3:4])[CH3:2]. Reactant: [C:1]([O:5][C:6]([N:8]([CH3:40])[C@@H:9]([CH3:39])[C:10]([NH:12][C@@H:13]([CH:33]1[CH2:38][CH2:37][CH2:36][CH2:35][CH2:34]1)[C:14]([N:16]1[C@H:21]([C:22]2[S:23][CH:24]=[C:25]([C:27](O)=[O:28])[N:26]=2)[CH2:20][N:19]2[CH2:30][CH2:31][CH2:32][C@@H:18]2[CH2:17]1)=[O:15])=[O:11])=[O:7])([CH3:4])([CH3:3])[CH3:2].[C:41]1([SH:47])[CH:46]=[CH:45][CH:44]=[CH:43][CH:42]=1.C1(N=C=NC2CCCCC2)CCCCC1. (5) Reactant: [C:12]([O:11][C:9](O[C:9]([O:11][C:12]([CH3:15])([CH3:14])[CH3:13])=[O:10])=[O:10])([CH3:15])([CH3:14])[CH3:13].Br.Br.[CH:18]12[CH2:24][CH:21]([NH:22][CH2:23]1)[CH2:20][NH:19]2.C(N(CC)CC)C. Product: [CH:18]12[CH2:24][CH:21]([NH:22][CH2:23]1)[CH2:20][N:19]2[C:9]([O:11][C:12]([CH3:13])([CH3:14])[CH3:15])=[O:10]. The catalyst class is: 5. (6) Reactant: [Cl:1][C:2]1[C:7]([CH:8]2[CH2:13][CH2:12][NH:11][CH2:10][CH2:9]2)=[CH:6][C:5]([C:14]#[N:15])=[CH:4][C:3]=1[NH:16][C:17]1[N:22]=[C:21]([N:23]([CH:33]2[CH2:35][CH2:34]2)CC2C=CC(OC)=CC=2)[C:20]2=[N:36][CH:37]=[C:38]([C:39]#[N:40])[N:19]2[N:18]=1.Br[C:42]([CH3:47])([CH3:46])[C:43]([NH2:45])=[O:44].[I-].[Na+].C([O-])([O-])=O.[Cs+].[Cs+].C(O)(C(F)(F)F)=O.C1(OC)C=CC=CC=1. Product: [Cl:1][C:2]1[C:3]([NH:16][C:17]2[N:22]=[C:21]([NH:23][CH:33]3[CH2:35][CH2:34]3)[C:20]3=[N:36][CH:37]=[C:38]([C:39]#[N:40])[N:19]3[N:18]=2)=[CH:4][C:5]([C:14]#[N:15])=[CH:6][C:7]=1[CH:8]1[CH2:13][CH2:12][N:11]([C:42]([CH3:47])([CH3:46])[C:43]([NH2:45])=[O:44])[CH2:10][CH2:9]1. The catalyst class is: 496. (7) Reactant: [F:1][C:2]1[CH:7]=[CH:6][CH:5]=[C:4]([CH2:8][N:9]=[C:10]=[O:11])[CH:3]=1.[NH2:12][C:13]1[CH:14]=[C:15]2[C:19](=[C:20]([F:25])[C:21]=1[O:22][CH2:23][CH3:24])[N:18]([C:26]([O:28][C:29]([CH3:32])([CH3:31])[CH3:30])=[O:27])[N:17]=[C:16]2[NH:33][C:34]([O:36][C:37]([CH3:40])([CH3:39])[CH3:38])=[O:35]. Product: [C:37]([O:36][C:34]([NH:33][C:16]1[C:15]2[C:19](=[C:20]([F:25])[C:21]([O:22][CH2:23][CH3:24])=[C:13]([NH:12][C:10]([NH:9][CH2:8][C:4]3[CH:5]=[CH:6][CH:7]=[C:2]([F:1])[CH:3]=3)=[O:11])[CH:14]=2)[N:18]([C:26]([O:28][C:29]([CH3:30])([CH3:32])[CH3:31])=[O:27])[N:17]=1)=[O:35])([CH3:40])([CH3:38])[CH3:39]. The catalyst class is: 4.